From a dataset of Forward reaction prediction with 1.9M reactions from USPTO patents (1976-2016). Predict the product of the given reaction. Given the reactants [Br:1][C:2]1[CH:10]=[CH:9][C:5]([C:6]([NH2:8])=[O:7])=[CH:4][CH:3]=1.[CH3:11][C:12]([CH:15]=O)([CH3:14])[CH3:13].[NH:17]1[C:21]2[CH:22]=[CH:23][CH:24]=[CH:25][C:20]=2[N:19]=[N:18]1.C1(C)C=CC(S(O)(=O)=O)=CC=1, predict the reaction product. The product is: [N:17]1([CH:15]([NH:8][C:6](=[O:7])[C:5]2[CH:9]=[CH:10][C:2]([Br:1])=[CH:3][CH:4]=2)[C:12]([CH3:13])([CH3:14])[CH3:11])[C:21]2[CH:22]=[CH:23][CH:24]=[CH:25][C:20]=2[N:19]=[N:18]1.